From a dataset of Catalyst prediction with 721,799 reactions and 888 catalyst types from USPTO. Predict which catalyst facilitates the given reaction. (1) Reactant: [CH2:1]([O:8][CH2:9][C:10]1[O:14][C:13]([C:15]2[CH:20]=[CH:19][CH:18]=[CH:17][CH:16]=2)=[N:12][C:11]=1[C:21]([OH:23])=O)[C:2]1[CH:7]=[CH:6][CH:5]=[CH:4][CH:3]=1.Cl.CN(C)CCCN=C=NCC.[N:36]1[CH:41]=[CH:40][CH:39]=[CH:38][C:37]=1[CH2:42][NH:43][CH2:44][C:45]([O:47][CH3:48])=[O:46].[Cl-].[NH4+]. Product: [CH2:1]([O:8][CH2:9][C:10]1[O:14][C:13]([C:15]2[CH:16]=[CH:17][CH:18]=[CH:19][CH:20]=2)=[N:12][C:11]=1[C:21]([N:43]([CH2:44][C:45]([O:47][CH3:48])=[O:46])[CH2:42][C:37]1[CH:38]=[CH:39][CH:40]=[CH:41][N:36]=1)=[O:23])[C:2]1[CH:3]=[CH:4][CH:5]=[CH:6][CH:7]=1. The catalyst class is: 119. (2) Reactant: [Li+].CC([N-]C(C)C)C.[Cl:9][C:10]1[CH:11]=[C:12]([Br:16])[CH:13]=[CH:14][CH:15]=1.[CH:17](=[O:19])[CH3:18]. Product: [Br:16][C:12]1[CH:13]=[CH:14][CH:15]=[C:10]([Cl:9])[C:11]=1[CH:17]([OH:19])[CH3:18]. The catalyst class is: 1.